Dataset: Full USPTO retrosynthesis dataset with 1.9M reactions from patents (1976-2016). Task: Predict the reactants needed to synthesize the given product. (1) Given the product [ClH:17].[F:1][C:2]([F:16])([F:15])[C:3]([CH3:14])([CH3:13])[C@@H:4]([NH2:6])[CH3:5], predict the reactants needed to synthesize it. The reactants are: [F:1][C:2]([F:16])([F:15])[C:3]([CH3:14])([CH3:13])[C@@H:4]([NH:6]S(C(C)(C)C)=O)[CH3:5].[ClH:17]. (2) Given the product [Cl:12][C:7]1[CH:8]=[CH:9][CH:10]=[C:11]2[C:6]=1[N:5]=[C:4]([C:13]([F:22])([F:21])[C:14]1[CH:19]=[CH:18][C:17]([F:20])=[CH:16][N:15]=1)[N:3]=[C:2]2[NH:23][C:24]1[CH:28]=[C:27]([CH3:29])[NH:26][N:25]=1, predict the reactants needed to synthesize it. The reactants are: Cl[C:2]1[C:11]2[C:6](=[C:7]([Cl:12])[CH:8]=[CH:9][CH:10]=2)[N:5]=[C:4]([C:13]([F:22])([F:21])[C:14]2[CH:19]=[CH:18][C:17]([F:20])=[CH:16][N:15]=2)[N:3]=1.[NH2:23][C:24]1[CH:28]=[C:27]([CH3:29])[N:26](C(OC(C)(C)C)=O)[N:25]=1.CC(O)=O. (3) Given the product [Br:1][C:2]1[CH:3]=[C:4]2[C:9](=[CH:10][CH:11]=1)[C:8](=[O:12])[N:7]([CH2:13][C:14]1[CH:21]=[CH:20][C:17]([C:18]3[NH:38][N:37]=[N:36][N:19]=3)=[CH:16][CH:15]=1)[C:6]([C:22](=[O:25])[CH2:23][CH3:24])=[C:5]2[C:26]1[CH:27]=[CH:28][CH:29]=[CH:30][CH:31]=1, predict the reactants needed to synthesize it. The reactants are: [Br:1][C:2]1[CH:3]=[C:4]2[C:9](=[CH:10][CH:11]=1)[C:8](=[O:12])[N:7]([CH2:13][C:14]1[CH:21]=[CH:20][C:17]([C:18]#[N:19])=[CH:16][CH:15]=1)[C:6]([C:22](=[O:25])[CH2:23][CH3:24])=[C:5]2[C:26]1[CH:31]=[CH:30][CH:29]=[CH:28][CH:27]=1.C[Sn]([N:36]=[N+:37]=[N-:38])(C)C.O.CO. (4) Given the product [Cl:1][C:2]1[CH:3]=[CH:4][C:5]([C:6]([NH:8][C:9]2[CH:18]=[C:17]3[C:12]([CH:13]=[CH:14][CH:15]=[C:16]3[N:19]3[CH2:24][CH2:23][N:22]([CH2:39][CH2:38][O:37][CH3:36])[CH2:21][CH2:20]3)=[CH:11][CH:10]=2)=[O:7])=[CH:25][CH:26]=1, predict the reactants needed to synthesize it. The reactants are: [Cl:1][C:2]1[CH:26]=[CH:25][C:5]([C:6]([NH:8][C:9]2[CH:18]=[C:17]3[C:12]([CH:13]=[CH:14][CH:15]=[C:16]3[N:19]3[CH2:24][CH2:23][NH:22][CH2:21][CH2:20]3)=[CH:11][CH:10]=2)=[O:7])=[CH:4][CH:3]=1.[I-].[Na+].C(N(CC)CC)C.[CH3:36][O:37][CH2:38][CH2:39]Br. (5) Given the product [CH:1]([N:4]1[CH2:9][CH2:8][CH:7]([O:10][S:18]([CH3:21])(=[O:20])=[O:19])[CH2:6][CH2:5]1)([CH3:3])[CH3:2], predict the reactants needed to synthesize it. The reactants are: [CH:1]([N:4]1[CH2:9][CH2:8][CH:7]([OH:10])[CH2:6][CH2:5]1)([CH3:3])[CH3:2].C(N(CC)CC)C.[S:18](Cl)([CH3:21])(=[O:20])=[O:19]. (6) The reactants are: [CH2:1]1[CH2:5][O:4][CH2:3][CH2:2]1.[H-].[Li+].[O:8]1[C:12]2([CH2:17][CH2:16][C:15](=O)[CH2:14][CH2:13]2)[O:11][CH2:10][CH2:9]1.C[OH:20]. Given the product [O:8]1[C:12]2([CH2:17][CH2:16][C:15](=[CH:2][C:3]([O:4][CH2:5][CH3:1])=[O:20])[CH2:14][CH2:13]2)[O:11][CH2:10][CH2:9]1, predict the reactants needed to synthesize it.